From a dataset of Peptide-MHC class I binding affinity with 185,985 pairs from IEDB/IMGT. Regression. Given a peptide amino acid sequence and an MHC pseudo amino acid sequence, predict their binding affinity value. This is MHC class I binding data. (1) The peptide sequence is FAYSTFPII. The MHC is HLA-B51:01 with pseudo-sequence HLA-B51:01. The binding affinity (normalized) is 0.861. (2) The peptide sequence is RNPAEEREKL. The MHC is Mamu-A01 with pseudo-sequence Mamu-A01. The binding affinity (normalized) is 0. (3) The peptide sequence is AQNISFKSI. The MHC is HLA-A02:03 with pseudo-sequence HLA-A02:03. The binding affinity (normalized) is 0.710.